This data is from Forward reaction prediction with 1.9M reactions from USPTO patents (1976-2016). The task is: Predict the product of the given reaction. (1) Given the reactants C(O[C:6](=O)[N:7]([C@@H:9]([C:18](=[O:21])[NH:19][CH3:20])[CH2:10][C:11]1[CH:16]=[CH:15][CH:14]=[CH:13][C:12]=1[F:17])C)(C)(C)C.FC(F)(F)C(O)=O.C(=O)([O-])O.[Na+].C(=O)([O-])[O-].[Na+].[Na+].C(=O)([O-])O.[Na+], predict the reaction product. The product is: [F:17][C:12]1[CH:13]=[CH:14][CH:15]=[CH:16][C:11]=1[CH2:10][C@@H:9]([NH:7][CH3:6])[C:18]([NH:19][CH3:20])=[O:21]. (2) Given the reactants [NH:1]1[C:5]2[CH:6]=[CH:7][CH:8]=[CH:9][C:4]=2[N:3]=[N:2]1.[CH3:10][C:11]([CH3:15])([CH3:14])[CH:12]=O.[CH3:16][S:17][C:18]1[CH:23]=[CH:22][C:21]([CH2:24][C:25]([NH2:27])=[O:26])=[CH:20][CH:19]=1, predict the reaction product. The product is: [N:1]1([CH:12]([NH:27][C:25](=[O:26])[CH2:24][C:21]2[CH:22]=[CH:23][C:18]([S:17][CH3:16])=[CH:19][CH:20]=2)[C:11]([CH3:15])([CH3:14])[CH3:10])[C:5]2[CH:6]=[CH:7][CH:8]=[CH:9][C:4]=2[N:3]=[N:2]1.